Dataset: Full USPTO retrosynthesis dataset with 1.9M reactions from patents (1976-2016). Task: Predict the reactants needed to synthesize the given product. (1) The reactants are: Cl[C:2]1[N:10]=[CH:9][CH:8]=[CH:7][C:3]=1[C:4]([OH:6])=[O:5].[NH2:11][C:12]1[CH:17]=[CH:16][CH:15]=[CH:14][CH:13]=1. Given the product [C:12]1([NH:11][C:2]2[N:10]=[CH:9][CH:8]=[CH:7][C:3]=2[C:4]([OH:6])=[O:5])[CH:17]=[CH:16][CH:15]=[CH:14][CH:13]=1, predict the reactants needed to synthesize it. (2) Given the product [NH2:1][C:4]1[CH:9]=[C:8]([NH2:10])[CH:7]=[CH:6][C:5]=1[CH:13]=[CH:14][C:15]([C:17]1[CH:18]=[CH:19][C:20]([I:23])=[CH:21][CH:22]=1)=[O:16], predict the reactants needed to synthesize it. The reactants are: [N+:1]([C:4]1[CH:9]=[C:8]([N+:10]([O-])=O)[CH:7]=[CH:6][C:5]=1[CH:13]=[CH:14][C:15]([C:17]1[CH:22]=[CH:21][C:20]([I:23])=[CH:19][CH:18]=1)=[O:16])([O-])=O.[Sn](Cl)Cl. (3) Given the product [CH3:2][CH2:1][N:3]([CH2:6][CH3:7])[CH2:4][CH3:5].[CH3:9][C:8]([OH:11])=[O:10], predict the reactants needed to synthesize it. The reactants are: [CH2:1]([N:3]([CH2:6][CH3:7])[CH2:4][CH3:5])[CH3:2].[C:8]([OH:11])(=[O:10])[CH3:9].